Dataset: HIV replication inhibition screening data with 41,000+ compounds from the AIDS Antiviral Screen. Task: Binary Classification. Given a drug SMILES string, predict its activity (active/inactive) in a high-throughput screening assay against a specified biological target. (1) The compound is Cc1cn(COCC(O)C[N+](=O)[O-])c(=O)[nH]c1=O. The result is 0 (inactive). (2) The drug is CC1=CC(C)(C)N=C2SC(c3ccc(N)cc3)=NN12. The result is 0 (inactive). (3) The result is 0 (inactive). The compound is CCOc1ccccc1NC(=O)CC(C(=O)OC)C(=O)C(=O)OC. (4) The molecule is COC(=O)C1C2C=CC(C2)N1S(=O)(=O)c1ccccc1. The result is 0 (inactive). (5) The compound is CC(=O)OC1C(OC(C)=O)C2(C)C(C(O)C3C2C(C)C=C2OC(=O)C(C)(O)C23C)C2C(O)C(=O)C3CC4OC4C(OC(C)=O)C3(C)C12. The result is 0 (inactive). (6) The molecule is CC1=CC(=O)C(=CN2C(=O)CC(=O)NC2=S)C(=O)O1. The result is 0 (inactive). (7) The molecule is Cc1cn(C2CC([N+](=O)[CH-]c3ccccc3)C(CO[Si](C)(C)C(C)(C)C)O2)c(=O)[nH]c1=O. The result is 0 (inactive).